Dataset: Catalyst prediction with 721,799 reactions and 888 catalyst types from USPTO. Task: Predict which catalyst facilitates the given reaction. (1) Reactant: [Cl:1][C:2]1[CH:3]=[C:4]([C@@H:9]2[CH2:18][CH2:17][C@H:16]([N:19]([CH3:21])[CH3:20])[C:15]3[CH:14]=[C:13]([C:22]([OH:24])=O)[CH:12]=[CH:11][C:10]2=3)[CH:5]=[CH:6][C:7]=1[Cl:8].CN(C(ON1N=[N:40][C:35]2[CH:36]=[CH:37][CH:38]=NC1=2)=[N+](C)C)C.F[P-](F)(F)(F)(F)F.C1(N)CCC1.CN1CCOCC1. Product: [CH:35]1([NH:40][C:22]([C:13]2[CH:12]=[CH:11][C:10]3[C@H:9]([C:4]4[CH:5]=[CH:6][C:7]([Cl:8])=[C:2]([Cl:1])[CH:3]=4)[CH2:18][CH2:17][C@H:16]([N:19]([CH3:21])[CH3:20])[C:15]=3[CH:14]=2)=[O:24])[CH2:36][CH2:37][CH2:38]1. The catalyst class is: 735. (2) Reactant: ClCS([O:6][C:7]1[C:8]([C:23]([NH:25][CH2:26][C:27]2[CH:32]=[CH:31][C:30]([F:33])=[CH:29][CH:28]=2)=[O:24])=[N:9][C:10]([C:14]([NH:17][S:18]([CH2:21]Cl)(=[O:20])=[O:19])([CH3:16])[CH3:15])=[N:11][C:12]=1[OH:13])(=O)=O.C([O-])([O-])=O.[Cs+].[Cs+]. Product: [F:33][C:30]1[CH:29]=[CH:28][C:27]([CH2:26][NH:25][C:23]([C:8]2[N:9]=[C:10]3[N:11]([C:12](=[O:13])[C:7]=2[OH:6])[CH2:21][S:18](=[O:19])(=[O:20])[NH:17][C:14]3([CH3:16])[CH3:15])=[O:24])=[CH:32][CH:31]=1. The catalyst class is: 225. (3) Reactant: [OH:1][C:2]1[CH:3]=[C:4]([CH:7]=[CH:8][CH:9]=1)[CH:5]=[O:6].[CH:10]1(O)[CH2:15][CH2:14][CH2:13][CH2:12][CH2:11]1.C1(P(C2C=CC=CC=2)C2C=CC=CC=2)C=CC=CC=1.N(C(OCC)=O)=NC(OCC)=O. Product: [CH:10]1([O:1][C:2]2[CH:3]=[C:4]([CH:7]=[CH:8][CH:9]=2)[CH:5]=[O:6])[CH2:15][CH2:14][CH2:13][CH2:12][CH2:11]1. The catalyst class is: 116. (4) Reactant: [F:1][C:2]1[CH:7]=[CH:6][C:5]([C:8]2([CH2:13][C:14]3[CH:15]=[CH:16][C:17](=[O:27])[N:18]([C:20]4[CH:25]=[CH:24][CH:23]=[CH:22][C:21]=4[CH3:26])[N:19]=3)OCC[O:9]2)=[CH:4][CH:3]=1.Cl. Product: [F:1][C:2]1[CH:7]=[CH:6][C:5]([C:8](=[O:9])[CH2:13][C:14]2[CH:15]=[CH:16][C:17](=[O:27])[N:18]([C:20]3[CH:25]=[CH:24][CH:23]=[CH:22][C:21]=3[CH3:26])[N:19]=2)=[CH:4][CH:3]=1. The catalyst class is: 1. (5) Reactant: [Cl:1][C:2]1[CH:7]=[C:6](O)[C:5]([Cl:9])=[CH:4][C:3]=1[CH2:10][CH2:11][C:12]([O:14][C:15]([CH3:18])([CH3:17])[CH3:16])=[O:13].C(N(CC)CC)C.[F:26][C:27]([F:40])([F:39])[S:28](O[S:28]([C:27]([F:40])([F:39])[F:26])(=[O:30])=[O:29])(=[O:30])=[O:29]. Product: [Cl:1][C:2]1[CH:7]=[C:6]([S:28]([C:27]([F:40])([F:39])[F:26])(=[O:30])=[O:29])[C:5]([Cl:9])=[CH:4][C:3]=1[CH2:10][CH2:11][C:12]([O:14][C:15]([CH3:18])([CH3:17])[CH3:16])=[O:13]. The catalyst class is: 503. (6) Reactant: [CH:1]1([N:4]([CH:47]2[CH2:52][CH2:51][CH:50]([C:53]([O:55]CC)=[O:54])[CH2:49][CH2:48]2)[S:5]([C:8]2[CH:9]=[C:10]([CH:44]=[CH:45][CH:46]=2)[C:11]([NH:13][C:14]2[S:15][C:16]3[CH2:43][CH2:42][CH2:41][CH2:40][C:17]=3[C:18]=2[C:19]([NH:21][C:22]2[CH:27]=[CH:26][C:25]([CH2:28][CH2:29][C:30]3[CH:39]=[CH:38][C:33]([C:34]([O:36]C)=[O:35])=[CH:32][CH:31]=3)=[CH:24][CH:23]=2)=[O:20])=[O:12])(=[O:7])=[O:6])[CH2:3][CH2:2]1.[OH-].[Na+]. Product: [C:53]([C@H:50]1[CH2:51][CH2:52][C@H:47]([N:4]([CH:1]2[CH2:2][CH2:3]2)[S:5]([C:8]2[CH:9]=[C:10]([CH:44]=[CH:45][CH:46]=2)[C:11]([NH:13][C:14]2[S:15][C:16]3[CH2:43][CH2:42][CH2:41][CH2:40][C:17]=3[C:18]=2[C:19]([NH:21][C:22]2[CH:27]=[CH:26][C:25]([CH2:28][CH2:29][C:30]3[CH:31]=[CH:32][C:33]([C:34]([OH:36])=[O:35])=[CH:38][CH:39]=3)=[CH:24][CH:23]=2)=[O:20])=[O:12])(=[O:6])=[O:7])[CH2:48][CH2:49]1)([OH:55])=[O:54].[C:53]([C@@H:50]1[CH2:51][CH2:52][C@H:47]([N:4]([CH:1]2[CH2:2][CH2:3]2)[S:5]([C:8]2[CH:9]=[C:10]([CH:44]=[CH:45][CH:46]=2)[C:11]([NH:13][C:14]2[S:15][C:16]3[CH2:43][CH2:42][CH2:41][CH2:40][C:17]=3[C:18]=2[C:19]([NH:21][C:22]2[CH:27]=[CH:26][C:25]([CH2:28][CH2:29][C:30]3[CH:31]=[CH:32][C:33]([C:34]([OH:36])=[O:35])=[CH:38][CH:39]=3)=[CH:24][CH:23]=2)=[O:20])=[O:12])(=[O:6])=[O:7])[CH2:48][CH2:49]1)([OH:55])=[O:54]. The catalyst class is: 8. (7) Reactant: C[O:2][C:3](=[O:19])[CH:4]([S:13][CH:14]1[CH2:18][CH2:17][CH2:16][CH2:15]1)[C:5]1[CH:10]=[CH:9][C:8]([Cl:11])=[C:7]([Cl:12])[CH:6]=1.[OH-].[K+]. Product: [CH:14]1([S:13][CH:4]([C:5]2[CH:10]=[CH:9][C:8]([Cl:11])=[C:7]([Cl:12])[CH:6]=2)[C:3]([OH:19])=[O:2])[CH2:18][CH2:17][CH2:16][CH2:15]1. The catalyst class is: 40. (8) Reactant: [OH:1][C:2]([C:12]1[S:13][CH:14]=[CH:15][CH:16]=1)([C:7]1[S:8][CH:9]=[CH:10][CH:11]=1)[C:3]([O:5][CH3:6])=[O:4].[C:17]([O:21][C:22](=[O:32])[N:23]([C@H:25]1[CH2:30][CH2:29][C@H](O)[CH2:27][CH2:26]1)[CH3:24])([CH3:20])([CH3:19])[CH3:18].[H-].[Na+]. Product: [OH:1][C:2]([C:7]1[S:8][CH:9]=[CH:10][CH:11]=1)([C:12]1[S:13][CH:14]=[CH:15][CH:16]=1)[C:3]([O:5][C@H:6]1[CH2:29][CH2:30][C@H:25]([N:23]([C:22]([O:21][C:17]([CH3:19])([CH3:18])[CH3:20])=[O:32])[CH3:24])[CH2:26][CH2:27]1)=[O:4]. The catalyst class is: 11. (9) Reactant: [N:1]1([C:7]([O:9][C:10]([CH3:13])([CH3:12])[CH3:11])=[O:8])[CH2:6][CH2:5][NH:4][CH2:3][CH2:2]1.[CH3:14][S:15](Cl)(=[O:17])=[O:16].O. Product: [CH3:14][S:15]([N:4]1[CH2:5][CH2:6][N:1]([C:7]([O:9][C:10]([CH3:13])([CH3:12])[CH3:11])=[O:8])[CH2:2][CH2:3]1)(=[O:17])=[O:16]. The catalyst class is: 2. (10) Reactant: C[O:2][C:3]([C:5]1[CH:10]=[CH:9][C:8]([CH:11]([F:13])[F:12])=[CH:7][N:6]=1)=[O:4].[OH-].[Na+]. Product: [F:13][CH:11]([F:12])[C:8]1[CH:9]=[CH:10][C:5]([C:3]([OH:4])=[O:2])=[N:6][CH:7]=1. The catalyst class is: 8.